This data is from NCI-60 drug combinations with 297,098 pairs across 59 cell lines. The task is: Regression. Given two drug SMILES strings and cell line genomic features, predict the synergy score measuring deviation from expected non-interaction effect. (1) Drug 1: C#CCC(CC1=CN=C2C(=N1)C(=NC(=N2)N)N)C3=CC=C(C=C3)C(=O)NC(CCC(=O)O)C(=O)O. Drug 2: CCN(CC)CCCC(C)NC1=C2C=C(C=CC2=NC3=C1C=CC(=C3)Cl)OC. Cell line: NCI-H460. Synergy scores: CSS=43.4, Synergy_ZIP=2.92, Synergy_Bliss=1.47, Synergy_Loewe=-4.88, Synergy_HSA=2.89. (2) Drug 1: C1CCC(CC1)NC(=O)N(CCCl)N=O. Drug 2: C(=O)(N)NO. Cell line: SN12C. Synergy scores: CSS=7.56, Synergy_ZIP=-4.62, Synergy_Bliss=-2.26, Synergy_Loewe=-6.37, Synergy_HSA=-3.20. (3) Drug 1: CC(C1=C(C=CC(=C1Cl)F)Cl)OC2=C(N=CC(=C2)C3=CN(N=C3)C4CCNCC4)N. Drug 2: CCC1(CC2CC(C3=C(CCN(C2)C1)C4=CC=CC=C4N3)(C5=C(C=C6C(=C5)C78CCN9C7C(C=CC9)(C(C(C8N6C)(C(=O)OC)O)OC(=O)C)CC)OC)C(=O)OC)O.OS(=O)(=O)O. Cell line: HCT-15. Synergy scores: CSS=31.2, Synergy_ZIP=6.98, Synergy_Bliss=7.49, Synergy_Loewe=5.90, Synergy_HSA=6.59. (4) Drug 1: CCC1(CC2CC(C3=C(CCN(C2)C1)C4=CC=CC=C4N3)(C5=C(C=C6C(=C5)C78CCN9C7C(C=CC9)(C(C(C8N6C)(C(=O)OC)O)OC(=O)C)CC)OC)C(=O)OC)O.OS(=O)(=O)O. Drug 2: CC1=C(C=C(C=C1)C(=O)NC2=CC(=CC(=C2)C(F)(F)F)N3C=C(N=C3)C)NC4=NC=CC(=N4)C5=CN=CC=C5. Cell line: PC-3. Synergy scores: CSS=-2.40, Synergy_ZIP=2.31, Synergy_Bliss=1.73, Synergy_Loewe=-2.62, Synergy_HSA=-2.11. (5) Drug 1: CC12CCC(CC1=CCC3C2CCC4(C3CC=C4C5=CN=CC=C5)C)O. Drug 2: CCC1=C2CN3C(=CC4=C(C3=O)COC(=O)C4(CC)O)C2=NC5=C1C=C(C=C5)O. Cell line: HOP-62. Synergy scores: CSS=37.0, Synergy_ZIP=7.10, Synergy_Bliss=9.24, Synergy_Loewe=-51.6, Synergy_HSA=-1.57. (6) Drug 1: CNC(=O)C1=CC=CC=C1SC2=CC3=C(C=C2)C(=NN3)C=CC4=CC=CC=N4. Drug 2: CCC1=CC2CC(C3=C(CN(C2)C1)C4=CC=CC=C4N3)(C5=C(C=C6C(=C5)C78CCN9C7C(C=CC9)(C(C(C8N6C)(C(=O)OC)O)OC(=O)C)CC)OC)C(=O)OC.C(C(C(=O)O)O)(C(=O)O)O. Cell line: K-562. Synergy scores: CSS=89.4, Synergy_ZIP=5.01, Synergy_Bliss=2.92, Synergy_Loewe=2.49, Synergy_HSA=5.54. (7) Drug 1: CN(CCCl)CCCl.Cl. Drug 2: B(C(CC(C)C)NC(=O)C(CC1=CC=CC=C1)NC(=O)C2=NC=CN=C2)(O)O. Cell line: HCT-15. Synergy scores: CSS=23.9, Synergy_ZIP=-3.05, Synergy_Bliss=0.527, Synergy_Loewe=-12.5, Synergy_HSA=-1.69. (8) Drug 1: CC1=C(C(CCC1)(C)C)C=CC(=CC=CC(=CC(=O)O)C)C. Drug 2: CC1=C(C(=CC=C1)Cl)NC(=O)C2=CN=C(S2)NC3=CC(=NC(=N3)C)N4CCN(CC4)CCO. Cell line: PC-3. Synergy scores: CSS=11.2, Synergy_ZIP=-0.354, Synergy_Bliss=2.62, Synergy_Loewe=-11.2, Synergy_HSA=0.324.